Dataset: Catalyst prediction with 721,799 reactions and 888 catalyst types from USPTO. Task: Predict which catalyst facilitates the given reaction. (1) Reactant: Br[C:2]1[CH:3]=[CH:4][C:5]2[N:9]=[C:8]([C:10]3[S:14][C:13]([CH3:15])=[N:12][C:11]=3[CH3:16])[NH:7][C:6]=2[CH:17]=1.C([O-])(=O)C.[K+].[B:23]1(B2OCC(C)(C)CO2)[O:28]CC(C)(C)C[O:24]1. Product: [CH3:15][C:13]1[S:14][C:10]([C:8]2[NH:7][C:6]3[CH:17]=[C:2]([B:23]([OH:28])[OH:24])[CH:3]=[CH:4][C:5]=3[N:9]=2)=[C:11]([CH3:16])[N:12]=1. The catalyst class is: 148. (2) Reactant: [C:1]([C:3]1[CH:8]=[CH:7][C:6]([C:9]2[CH:14]=[CH:13][C:12]([C:15]([OH:17])=O)=[CH:11][CH:10]=2)=[CH:5][CH:4]=1)#[N:2].[CH3:18][C:19]1([CH3:32])[O:31][C:23]2=[C:24]([CH3:30])[N:25]=[CH:26][C:27]([CH2:28][NH2:29])=[C:22]2[CH2:21][O:20]1.C(Cl)CCl.O.ON1C2C=CC=CC=2N=N1. Product: [CH3:18][C:19]1([CH3:32])[O:31][C:23]2=[C:24]([CH3:30])[N:25]=[CH:26][C:27]([CH2:28][NH:29][C:15]([C:12]3[CH:11]=[CH:10][C:9]([C:6]4[CH:5]=[CH:4][C:3]([C:1]#[N:2])=[CH:8][CH:7]=4)=[CH:14][CH:13]=3)=[O:17])=[C:22]2[CH2:21][O:20]1. The catalyst class is: 18. (3) Reactant: [NH:1]([C:3]1[CH:12]=[CH:11][C:6]([C:7]([O:9][CH3:10])=[O:8])=[C:5]([O:13][CH3:14])[CH:4]=1)[NH2:2].[CH3:15][C:16]([O:19][C:20](O[C:20]([O:19][C:16]([CH3:18])([CH3:17])[CH3:15])=[O:21])=[O:21])([CH3:18])[CH3:17]. Product: [CH3:14][O:13][C:5]1[CH:4]=[C:3]([NH:1][NH:2][C:20]([O:19][C:16]([CH3:18])([CH3:17])[CH3:15])=[O:21])[CH:12]=[CH:11][C:6]=1[C:7]([O:9][CH3:10])=[O:8]. The catalyst class is: 2. (4) Reactant: [CH2:1]([O:4][C:5]([C:7]1[CH:8]=[C:9]([CH2:13][O:14][CH2:15][C@@H:16]([C:18]([NH:20]C(OC(C)(C)C)=O)=[O:19])[NH2:17])[CH:10]=[CH:11][CH:12]=1)=[O:6])[CH:2]=[CH2:3].Cl. Product: [CH2:1]([O:4][C:5]([C:7]1[CH:8]=[C:9]([CH2:13][O:14][CH2:15][C@@H:16]([C:18]([NH2:20])=[O:19])[NH2:17])[CH:10]=[CH:11][CH:12]=1)=[O:6])[CH:2]=[CH2:3]. The catalyst class is: 25. (5) Reactant: [NH:1]1[CH2:4][CH:3]([C:5]([OH:7])=[O:6])[CH2:2]1.[OH-].[Na+].Cl[C:11]([O:13][CH2:14][C:15]1[CH:20]=[CH:19][CH:18]=[CH:17][CH:16]=1)=[O:12]. Product: [CH2:14]([O:13][C:11]([N:1]1[CH2:4][CH:3]([C:5]([OH:7])=[O:6])[CH2:2]1)=[O:12])[C:15]1[CH:20]=[CH:19][CH:18]=[CH:17][CH:16]=1. The catalyst class is: 393. (6) Reactant: F[C:2]1C=C(B(O)O)C=CC=1.NC1C=CC(Br)=CC=1C#N.[NH2:21][C:22]1[CH:27]=[CH:26][C:25]([C:28]2[CH:33]=[CH:32][CH:31]=[C:30]([F:34])[CH:29]=2)=[CH:24][C:23]=1[C:35]#[N:36].C[Mg]Br.Cl.[C:41](=[O:44])([O-])[O-].[Na+].[Na+]. Product: [NH2:21][C:22]1[CH:27]=[CH:26][C:25]([C:28]2[CH:33]=[CH:32][CH:31]=[C:30]([F:34])[CH:29]=2)=[CH:24][C:23]=1[C:35]#[N:36].[NH2:21][C:22]1[CH:23]=[CH:24][C:25]([C:28]2[CH:33]=[CH:32][CH:31]=[C:30]([F:34])[CH:29]=2)=[CH:26][C:27]=1[C:41](=[O:44])[CH3:2]. The catalyst class is: 56. (7) Reactant: C[O:2][C:3]([C:5]1[C:9]([NH:10][C:11]([C:13]2[CH:18]=[CH:17][CH:16]=[C:15]([C:19]3[CH:20]=[N:21][N:22]([CH2:24][CH2:25][CH2:26][CH2:27][CH2:28][CH2:29][NH2:30])[CH:23]=3)[N:14]=2)=[O:12])=[CH:8][N:7]([CH:31]2[CH2:36][CH2:35][O:34][CH2:33][CH2:32]2)[N:6]=1)=[O:4].O.[OH-].[Li+:39]. Product: [NH2:30][CH2:29][CH2:28][CH2:27][CH2:26][CH2:25][CH2:24][N:22]1[CH:23]=[C:19]([C:15]2[N:14]=[C:13]([C:11]([NH:10][C:9]3[C:5]([C:3]([O-:4])=[O:2])=[N:6][N:7]([CH:31]4[CH2:32][CH2:33][O:34][CH2:35][CH2:36]4)[CH:8]=3)=[O:12])[CH:18]=[CH:17][CH:16]=2)[CH:20]=[N:21]1.[Li+:39]. The catalyst class is: 20.